This data is from Catalyst prediction with 721,799 reactions and 888 catalyst types from USPTO. The task is: Predict which catalyst facilitates the given reaction. (1) Reactant: [CH3:1][C:2]1[CH:7]=[CH:6][CH:5]=[C:4]([CH3:8])[C:3]=1[NH:9][C:10](=[O:18])[CH2:11][N:12]1[CH2:17][CH2:16][NH:15][CH2:14][CH2:13]1.[CH3:19][O:20][C:21]1[CH:26]=[CH:25][CH:24]=[CH:23][C:22]=1[CH2:27][C:28](=[O:31])[CH:29]=[CH2:30]. Product: [CH3:8][C:4]1[CH:5]=[CH:6][CH:7]=[C:2]([CH3:1])[C:3]=1[NH:9][C:10](=[O:18])[CH2:11][N:12]1[CH2:13][CH2:14][N:15]([CH2:30][CH2:29][C:28](=[O:31])[CH2:27][C:22]2[CH:23]=[CH:24][CH:25]=[CH:26][C:21]=2[O:20][CH3:19])[CH2:16][CH2:17]1. The catalyst class is: 8. (2) Reactant: [OH:1][C:2]1[C:7]([NH:8]/[N:9]=[C:10]2/[C:11]([CH3:26])=[N:12][N:13]([C:16]3[CH:25]=[CH:24][C:23]4[CH2:22][CH2:21][CH2:20][CH2:19][C:18]=4[CH:17]=3)[C:14]/2=[O:15])=[CH:6][CH:5]=[CH:4][C:3]=1[C:27]1[O:31][C:30]([C:32]([OH:34])=[O:33])=[CH:29][CH:28]=1.[OH:35][CH2:36][CH2:37][N+:38]([CH3:41])([CH3:40])[CH3:39].[OH:35][CH2:36][CH2:37][N+:38]([CH3:41])([CH3:40])[CH3:39].OC1C(N/N=C2/C(C)=NN(C3C=CC4CCCCC=4C=3)C/2=O)=CC=CC=1C1OC(C(O)=O)=CC=1.CO.O. Product: [OH:35][CH2:36][CH2:37][N+:38]([CH3:41])([CH3:40])[CH3:39].[OH:1][C:2]1[C:7]([NH:8]/[N:9]=[C:10]2/[C:11]([CH3:26])=[N:12][N:13]([C:16]3[CH:25]=[CH:24][C:23]4[CH2:22][CH2:21][CH2:20][CH2:19][C:18]=4[CH:17]=3)[C:14]/2=[O:15])=[CH:6][CH:5]=[CH:4][C:3]=1[C:27]1[O:31][C:30]([C:32]([OH:34])=[O:33])=[CH:29][CH:28]=1. The catalyst class is: 336. (3) Reactant: [NH2:1][C:2]1[CH:3]=[C:4]2[C:9](=[CH:10][C:11]=1[NH2:12])[N:8]([CH2:13][CH3:14])[C:7](=[O:15])[CH2:6][C:5]2([CH3:17])[CH3:16].[NH:18]1[C:26]2[C:21](=[CH:22][CH:23]=[CH:24][CH:25]=2)[C:20]([CH:27]=O)=[N:19]1.[S].O. Product: [CH2:13]([N:8]1[C:9]2[CH:10]=[C:11]3[NH:12][C:27]([C:20]4[C:21]5[C:26](=[CH:25][CH:24]=[CH:23][CH:22]=5)[NH:18][N:19]=4)=[N:1][C:2]3=[CH:3][C:4]=2[C:5]([CH3:16])([CH3:17])[CH2:6][C:7]1=[O:15])[CH3:14]. The catalyst class is: 3. (4) Product: [C:31]([NH:30][S:27]([C:25]1[C:24]([Cl:35])=[CH:23][C:22]([O:36][CH2:37][CH3:38])=[C:21]([C:10]2[N:9]([C:40]([Cl:42])=[O:41])[C:8]([C:5]3[CH:4]=[CH:3][C:2]([Cl:1])=[CH:7][CH:6]=3)([CH3:39])[C:12]([C:14]3[CH:15]=[CH:16][C:17]([Cl:20])=[CH:18][CH:19]=3)([CH3:13])[N:11]=2)[CH:26]=1)(=[O:29])=[O:28])([CH3:32])([CH3:33])[CH3:34]. Reactant: [Cl:1][C:2]1[CH:7]=[CH:6][C:5]([C@@:8]2([CH3:39])[C@:12]([C:14]3[CH:19]=[CH:18][C:17]([Cl:20])=[CH:16][CH:15]=3)([CH3:13])[NH:11][C:10]([C:21]3[C:22]([O:36][CH2:37][CH3:38])=[CH:23][C:24]([Cl:35])=[C:25]([S:27]([NH:30][C:31]([CH3:34])([CH3:33])[CH3:32])(=[O:29])=[O:28])[CH:26]=3)=[N:9]2)=[CH:4][CH:3]=1.[C:40](Cl)([Cl:42])=[O:41]. The catalyst class is: 66. (5) Reactant: [C:1]([C:3]1[CH:8]=[CH:7][C:6]([CH2:9][CH2:10][C:11]2[N:15]([CH3:16])[C:14]3[CH:17]=[CH:18][C:19]([N:21]([CH2:26][C:27]4[C:36]5[C:31](=[CH:32][CH:33]=[CH:34][CH:35]=5)[CH:30]=[CH:29][CH:28]=4)[C:22](=[O:25])[CH2:23]Cl)=[CH:20][C:13]=3[N:12]=2)=[CH:5][CH:4]=1)#[N:2].C[N:38]1[CH2:43][CH2:42]O[CH2:40][CH2:39]1. Product: [C:1]([C:3]1[CH:8]=[CH:7][C:6]([CH2:9][CH2:10][C:11]2[N:15]([CH3:16])[C:14]3[CH:17]=[CH:18][C:19]([N:21]([CH2:26][C:27]4[C:36]5[C:31](=[CH:32][CH:33]=[CH:34][CH:35]=5)[CH:30]=[CH:29][CH:28]=4)[C:22](=[O:25])[CH2:23][N:12]4[CH2:13][CH2:42][CH:43]([NH:38][C:39]5[CH:40]=[CH:5][CH:4]=[CH:3][CH:1]=5)[CH2:10][CH2:11]4)=[CH:20][C:13]=3[N:12]=2)=[CH:5][CH:4]=1)#[N:2]. The catalyst class is: 9. (6) The catalyst class is: 3. Reactant: [NH:1]1[C:5]2=[N:6][CH:7]=[CH:8][CH:9]=[C:4]2[C:3]([CH:10]=[O:11])=[CH:2]1.[H-].[Na+].Cl[CH2:15][O:16][CH2:17][CH2:18][Si:19]([CH3:22])([CH3:21])[CH3:20]. Product: [CH3:20][Si:19]([CH3:22])([CH3:21])[CH2:18][CH2:17][O:16][CH2:15][N:1]1[C:5]2=[N:6][CH:7]=[CH:8][CH:9]=[C:4]2[C:3]([CH:10]=[O:11])=[CH:2]1. (7) Product: [N:37]([CH2:12][C@@H:13]([C@H:15]1[O:19][C:18](=[O:20])[C:17]([O:21][CH2:22][C:23]2[CH:28]=[CH:27][CH:26]=[CH:25][CH:24]=2)=[C:16]1[O:29][CH2:30][C:31]1[CH:36]=[CH:35][CH:34]=[CH:33][CH:32]=1)[OH:14])=[N+:38]=[N-:39]. The catalyst class is: 5. Reactant: CC1C=CC(S(O[CH2:12][C@@H:13]([C@H:15]2[O:19][C:18](=[O:20])[C:17]([O:21][CH2:22][C:23]3[CH:28]=[CH:27][CH:26]=[CH:25][CH:24]=3)=[C:16]2[O:29][CH2:30][C:31]2[CH:36]=[CH:35][CH:34]=[CH:33][CH:32]=2)[OH:14])(=O)=O)=CC=1.[N-:37]=[N+:38]=[N-:39].[Na+].